From a dataset of Forward reaction prediction with 1.9M reactions from USPTO patents (1976-2016). Predict the product of the given reaction. (1) Given the reactants C[Si](C)(C)CCOC[O:7][C:8]1[CH:9]=[N:10][CH:11]=[CH:12][CH:13]=1.O.[C:17]1(C)[CH:22]=C[C:20](S(O)(=O)=O)=[CH:19][CH:18]=1.C(=O)(O)[O-].[Na+].[O:33]1[CH2:37][CH2:36][CH2:35][CH2:34]1, predict the reaction product. The product is: [CH2:19]([C:18]1[CH:17]=[CH:22][C:36]([C:37]([C:13]2[CH:12]=[CH:11][N:10]=[CH:9][C:8]=2[OH:7])=[O:33])=[CH:35][CH:34]=1)[CH3:20]. (2) Given the reactants OC1C=CC=CC=1C1N=C([N:18]2[CH2:23][CH2:22][CH2:21][C@@H:20]([CH2:24][NH:25][C:26](=[O:35])[O:27][CH2:28][C:29]3[CH:34]=[CH:33][CH:32]=[CH:31][CH:30]=3)[CH2:19]2)C2C(=CC(C)=CC=2)N=1.[ClH:37].O1CCOCC1, predict the reaction product. The product is: [ClH:37].[NH:18]1[CH2:23][CH2:22][CH2:21][C@@H:20]([CH2:24][NH:25][C:26](=[O:35])[O:27][CH2:28][C:29]2[CH:34]=[CH:33][CH:32]=[CH:31][CH:30]=2)[CH2:19]1. (3) The product is: [CH3:21][O:23][C:24]([CH:26]1[CH:27]2[CH:29]1[C@@H:30]1[CH2:31][C@H:32]2[C@@H:33]([C:16]2[CH:17]=[CH:18][C:13]([N:9]3[CH2:10][CH2:11][O:12][C:6]4[N:5]=[CH:4][N:3]=[C:2]([NH2:1])[C:7]=4[C:8]3=[O:20])=[CH:14][CH:15]=2)[CH2:35]1)=[O:25]. Given the reactants [NH2:1][C:2]1[C:7]2[C:8](=[O:20])[N:9]([C:13]3[CH:18]=[CH:17][C:16](I)=[CH:15][CH:14]=3)[CH2:10][CH2:11][O:12][C:6]=2[N:5]=[CH:4][N:3]=1.[CH2:21]([O:23][C:24]([CH:26]([CH2:29][CH2:30][CH:31]=[CH:32][CH3:33])[CH2:27]C)=[O:25])C.N1CCCC[CH2:35]1.C(O)=O, predict the reaction product. (4) Given the reactants Cl[C:2]1[C:7]([C:8]#[N:9])=[C:6]([C:10]2[CH:15]=[CH:14][C:13]([O:16][CH2:17][CH2:18][OH:19])=[CH:12][CH:11]=2)[C:5]([C:20]#[N:21])=[C:4]([O:22][CH2:23][C:24]2[N:25]=[C:26]([C:29]3[CH:34]=[CH:33][C:32]([Cl:35])=[CH:31][CH:30]=3)[O:27][CH:28]=2)[N:3]=1.Cl.[NH:37]([CH2:39][C:40]([O:42][CH3:43])=[O:41])[CH3:38].C(N(CC)CC)C, predict the reaction product. The product is: [Cl:35][C:32]1[CH:31]=[CH:30][C:29]([C:26]2[O:27][CH:28]=[C:24]([CH2:23][O:22][C:4]3[N:3]=[C:2]([N:37]([CH3:38])[CH2:39][C:40]([O:42][CH3:43])=[O:41])[C:7]([C:8]#[N:9])=[C:6]([C:10]4[CH:11]=[CH:12][C:13]([O:16][CH2:17][CH2:18][OH:19])=[CH:14][CH:15]=4)[C:5]=3[C:20]#[N:21])[N:25]=2)=[CH:34][CH:33]=1. (5) Given the reactants C[O:2][C:3](=O)[CH2:4][O:5][C:6]1[CH:7]=[N:8][C:9]([C:12]2[CH:17]=[CH:16][CH:15]=[CH:14][C:13]=2[F:18])=[CH:10][CH:11]=1.[BH4-].[Li+].O, predict the reaction product. The product is: [F:18][C:13]1[CH:14]=[CH:15][CH:16]=[CH:17][C:12]=1[C:9]1[N:8]=[CH:7][C:6]([O:5][CH2:4][CH2:3][OH:2])=[CH:11][CH:10]=1. (6) The product is: [Br:1][C:2]1[CH:7]=[C:6]2[C:5]([CH2:8][CH2:9][CH2:10][C:11]2=[O:13])=[C:4]([F:14])[CH:3]=1. Given the reactants [Br:1][C:2]1[CH:7]=[CH:6][C:5]([CH2:8][CH2:9][CH2:10][C:11]([OH:13])=O)=[C:4]([F:14])[CH:3]=1.S(Cl)(Cl)=O.[Cl-].[Al+3].[Cl-].[Cl-], predict the reaction product.